This data is from Forward reaction prediction with 1.9M reactions from USPTO patents (1976-2016). The task is: Predict the product of the given reaction. (1) Given the reactants [OH:1]/[N:2]=[C:3](\[CH:5]=[CH:6]\[C:7]1[CH:12]=[CH:11][C:10]([N+:13]([O-:15])=[O:14])=[CH:9][CH:8]=1)/[CH3:4].[I-].[K+].II.C([O-])(O)=O.[Na+], predict the reaction product. The product is: [CH3:4][C:3]1[CH:5]=[C:6]([C:7]2[CH:12]=[CH:11][C:10]([N+:13]([O-:15])=[O:14])=[CH:9][CH:8]=2)[O:1][N:2]=1. (2) Given the reactants O1CCCC1.C([O:8][C:9]([C:11]1[S:15][C:14]2[CH:16]=[C:17]([O:20][CH3:21])[CH:18]=[CH:19][C:13]=2[CH:12]=1)=O)C.[H-].[Al+3].[Li+].[H-].[H-].[H-].O, predict the reaction product. The product is: [CH3:21][O:20][C:17]1[CH:18]=[CH:19][C:13]2[CH:12]=[C:11]([CH2:9][OH:8])[S:15][C:14]=2[CH:16]=1.